From a dataset of Reaction yield outcomes from USPTO patents with 853,638 reactions. Predict the reaction yield, written as a fraction of the theoretical maximum amount of product (1.0 means a 100% yield; for example, 0.34 means a 34% yield). The reactants are [NH2:1][C:2]1[N:7]=[CH:6][N:5]=[C:4]2[N:8]([CH2:20][C:21]3[O:22][C:23]4[C:28]([C:29](=[O:38])[C:30]=3[C:31]3[CH:36]=[CH:35][CH:34]=[C:33]([F:37])[CH:32]=3)=[CH:27][CH:26]=[CH:25][CH:24]=4)[N:9]=[C:10]([C:11]3[CH:16]=[C:15]([O:17]C)[CH:14]=[C:13]([F:19])[CH:12]=3)[C:3]=12. The catalyst is ClCCl.B(Br)(Br)Br. The product is [NH2:1][C:2]1[N:7]=[CH:6][N:5]=[C:4]2[N:8]([CH2:20][C:21]3[O:22][C:23]4[C:28]([C:29](=[O:38])[C:30]=3[C:31]3[CH:36]=[CH:35][CH:34]=[C:33]([F:37])[CH:32]=3)=[CH:27][CH:26]=[CH:25][CH:24]=4)[N:9]=[C:10]([C:11]3[CH:16]=[C:15]([OH:17])[CH:14]=[C:13]([F:19])[CH:12]=3)[C:3]=12. The yield is 0.450.